From a dataset of Forward reaction prediction with 1.9M reactions from USPTO patents (1976-2016). Predict the product of the given reaction. Given the reactants [C:1]([N:8]([CH3:28])[CH:9]1[CH2:14][CH2:13][CH:12]([NH:15][CH2:16][C:17]2[CH:18]=[C:19](B(O)O)[CH:20]=[CH:21][C:22]=2[O:23][CH3:24])[CH2:11][CH2:10]1)([O:3][C:4]([CH3:7])([CH3:6])[CH3:5])=[O:2].Br[C:30]1[CH:35]=[CH:34][C:33]([S:36]([NH2:39])(=[O:38])=[O:37])=[CH:32][CH:31]=1, predict the reaction product. The product is: [C:4]([O:3][C:1](=[O:2])[N:8]([CH:9]1[CH2:14][CH2:13][CH:12]([NH:15][CH2:16][C:17]2[CH:18]=[C:19]([C:30]3[CH:35]=[CH:34][C:33]([S:36](=[O:38])(=[O:37])[NH2:39])=[CH:32][CH:31]=3)[CH:20]=[CH:21][C:22]=2[O:23][CH3:24])[CH2:11][CH2:10]1)[CH3:28])([CH3:7])([CH3:6])[CH3:5].